From a dataset of NCI-60 drug combinations with 297,098 pairs across 59 cell lines. Regression. Given two drug SMILES strings and cell line genomic features, predict the synergy score measuring deviation from expected non-interaction effect. (1) Drug 1: CCC1=C2CN3C(=CC4=C(C3=O)COC(=O)C4(CC)O)C2=NC5=C1C=C(C=C5)O. Drug 2: CCC1(C2=C(COC1=O)C(=O)N3CC4=CC5=C(C=CC(=C5CN(C)C)O)N=C4C3=C2)O.Cl. Cell line: MALME-3M. Synergy scores: CSS=5.98, Synergy_ZIP=-2.56, Synergy_Bliss=-0.663, Synergy_Loewe=-2.27, Synergy_HSA=0.613. (2) Drug 1: CC1=C(C(=CC=C1)Cl)NC(=O)C2=CN=C(S2)NC3=CC(=NC(=N3)C)N4CCN(CC4)CCO. Drug 2: C1CCC(C(C1)N)N.C(=O)(C(=O)[O-])[O-].[Pt+4]. Cell line: CAKI-1. Synergy scores: CSS=23.2, Synergy_ZIP=-9.79, Synergy_Bliss=0.394, Synergy_Loewe=-2.22, Synergy_HSA=2.43. (3) Drug 1: CC(C1=C(C=CC(=C1Cl)F)Cl)OC2=C(N=CC(=C2)C3=CN(N=C3)C4CCNCC4)N. Drug 2: C(CCl)NC(=O)N(CCCl)N=O. Cell line: IGROV1. Synergy scores: CSS=5.54, Synergy_ZIP=-1.89, Synergy_Bliss=-1.49, Synergy_Loewe=-1.85, Synergy_HSA=-1.79. (4) Synergy scores: CSS=0.977, Synergy_ZIP=5.71, Synergy_Bliss=1.80, Synergy_Loewe=-0.529, Synergy_HSA=-0.0514. Drug 1: C1CC(C1)(C(=O)O)C(=O)O.[NH2-].[NH2-].[Pt+2]. Cell line: OVCAR-8. Drug 2: CCCCCOC(=O)NC1=NC(=O)N(C=C1F)C2C(C(C(O2)C)O)O.